This data is from Forward reaction prediction with 1.9M reactions from USPTO patents (1976-2016). The task is: Predict the product of the given reaction. (1) Given the reactants [O:1]=[C:2]1[CH2:6][S:5][C:4](=[S:7])[N:3]1[CH:8]1[CH2:13][CH2:12][CH2:11][CH:10]([C:14]([OH:16])=[O:15])[CH2:9]1.[CH2:17]([C:24]1[CH:29]=[CH:28][C:27]([C:30]2[O:34][C:33]([CH:35]=O)=[CH:32][CH:31]=2)=[CH:26][CH:25]=1)[C:18]1[CH:23]=[CH:22][CH:21]=[CH:20][CH:19]=1.C(O)C, predict the reaction product. The product is: [CH2:17]([C:24]1[CH:29]=[CH:28][C:27]([C:30]2[O:34][C:33]([CH:35]=[C:6]3[S:5][C:4](=[S:7])[N:3]([CH:8]4[CH2:13][CH2:12][CH2:11][CH:10]([C:14]([OH:16])=[O:15])[CH2:9]4)[C:2]3=[O:1])=[CH:32][CH:31]=2)=[CH:26][CH:25]=1)[C:18]1[CH:19]=[CH:20][CH:21]=[CH:22][CH:23]=1. (2) Given the reactants [F:1][C:2]1[CH:7]=[C:6]([N:8]2[CH2:13][CH2:12][NH:11][CH2:10][CH2:9]2)[CH:5]=[CH:4][C:3]=1[C:14]1[N:19]=[CH:18][CH:17]=[CH:16][N:15]=1.C(N(CC)CC)C.[Cl:27][CH2:28][C:29](Cl)=[O:30], predict the reaction product. The product is: [Cl:27][CH2:28][C:29]([N:11]1[CH2:12][CH2:13][N:8]([C:6]2[CH:5]=[CH:4][C:3]([C:14]3[N:15]=[CH:16][CH:17]=[CH:18][N:19]=3)=[C:2]([F:1])[CH:7]=2)[CH2:9][CH2:10]1)=[O:30].